This data is from Peptide-MHC class I binding affinity with 185,985 pairs from IEDB/IMGT. The task is: Regression. Given a peptide amino acid sequence and an MHC pseudo amino acid sequence, predict their binding affinity value. This is MHC class I binding data. The peptide sequence is CKFNMTGLK. The MHC is HLA-A33:01 with pseudo-sequence HLA-A33:01. The binding affinity (normalized) is 0.286.